Dataset: NCI-60 drug combinations with 297,098 pairs across 59 cell lines. Task: Regression. Given two drug SMILES strings and cell line genomic features, predict the synergy score measuring deviation from expected non-interaction effect. (1) Drug 1: CC1=C2C(C(=O)C3(C(CC4C(C3C(C(C2(C)C)(CC1OC(=O)C(C(C5=CC=CC=C5)NC(=O)OC(C)(C)C)O)O)OC(=O)C6=CC=CC=C6)(CO4)OC(=O)C)O)C)O. Drug 2: C(CC(=O)O)C(=O)CN.Cl. Cell line: MDA-MB-231. Synergy scores: CSS=8.05, Synergy_ZIP=-6.34, Synergy_Bliss=-8.32, Synergy_Loewe=-14.4, Synergy_HSA=-5.06. (2) Drug 1: C1=CC(=CC=C1CCCC(=O)O)N(CCCl)CCCl. Drug 2: C1CCC(C(C1)N)N.C(=O)(C(=O)[O-])[O-].[Pt+4]. Cell line: NCI-H322M. Synergy scores: CSS=3.83, Synergy_ZIP=0.932, Synergy_Bliss=2.00, Synergy_Loewe=-0.261, Synergy_HSA=-0.261. (3) Drug 1: CC1=CC2C(CCC3(C2CCC3(C(=O)C)OC(=O)C)C)C4(C1=CC(=O)CC4)C. Drug 2: CC1CCC2CC(C(=CC=CC=CC(CC(C(=O)C(C(C(=CC(C(=O)CC(OC(=O)C3CCCCN3C(=O)C(=O)C1(O2)O)C(C)CC4CCC(C(C4)OC)O)C)C)O)OC)C)C)C)OC. Cell line: A549. Synergy scores: CSS=27.0, Synergy_ZIP=-4.38, Synergy_Bliss=-6.04, Synergy_Loewe=-24.2, Synergy_HSA=-1.60. (4) Drug 1: C1C(C(OC1N2C=NC3=C(N=C(N=C32)Cl)N)CO)O. Drug 2: C1CC(=O)NC(=O)C1N2C(=O)C3=CC=CC=C3C2=O. Cell line: HT29. Synergy scores: CSS=21.1, Synergy_ZIP=-6.05, Synergy_Bliss=-0.357, Synergy_Loewe=-9.68, Synergy_HSA=-0.906.